Dataset: Reaction yield outcomes from USPTO patents with 853,638 reactions. Task: Predict the reaction yield, written as a fraction of the theoretical maximum amount of product (1.0 means a 100% yield; for example, 0.34 means a 34% yield). (1) The reactants are [NH:1]1[C:9]2[C:4](=[CH:5][CH:6]=[CH:7][C:8]=2[CH:10]=O)[CH:3]=[CH:2]1.[NH2:12][OH:13].[OH-].[Na+]. The catalyst is CCO.O. The product is [NH:1]1[C:9]2[C:4](=[CH:5][CH:6]=[CH:7][C:8]=2/[CH:10]=[N:12]\[OH:13])[CH:3]=[CH:2]1. The yield is 0.800. (2) The reactants are [OH:1][C:2]1[CH:3]=[C:4]([C:8]2[N:17]=[C:16]([NH:18][C:19]3[CH:20]=[C:21]4[C:25](=[CH:26][CH:27]=3)[N:24]([C:28]([O:30][C:31]([CH3:34])([CH3:33])[CH3:32])=[O:29])[N:23]=[CH:22]4)[C:15]3[C:10](=[CH:11][CH:12]=[CH:13][CH:14]=3)[N:9]=2)[CH:5]=[CH:6][CH:7]=1.[CH:35]([NH:38][C:39](=[O:42])[CH2:40]Br)([CH3:37])[CH3:36].C([O-])([O-])=O.[K+].[K+]. The catalyst is CN(C=O)C. The product is [CH:35]([NH:38][C:39](=[O:42])[CH2:40][O:1][C:2]1[CH:3]=[C:4]([C:8]2[N:17]=[C:16]([NH:18][C:19]3[CH:20]=[C:21]4[C:25](=[CH:26][CH:27]=3)[N:24]([C:28]([O:30][C:31]([CH3:34])([CH3:33])[CH3:32])=[O:29])[N:23]=[CH:22]4)[C:15]3[C:10](=[CH:11][CH:12]=[CH:13][CH:14]=3)[N:9]=2)[CH:5]=[CH:6][CH:7]=1)([CH3:37])[CH3:36]. The yield is 0.450. (3) The reactants are [CH3:1][O:2][C:3](=[O:27])[C:4]1[CH:9]=[CH:8][C:7]([CH3:10])=[C:6]([N:11]2[C:16](=[O:17])[CH:15]=[C:14]([O:18][CH2:19][C:20]3[N:21]=[C:22]([CH3:25])[S:23][CH:24]=3)[N:13]=[C:12]2[CH3:26])[CH:5]=1.[Cl:28]N1C(=O)CCC1=O. The catalyst is C(O)(C)C.ClC(Cl)C(O)=O. The product is [CH3:1][O:2][C:3](=[O:27])[C:4]1[CH:9]=[CH:8][C:7]([CH3:10])=[C:6]([N:11]2[C:16](=[O:17])[C:15]([Cl:28])=[C:14]([O:18][CH2:19][C:20]3[N:21]=[C:22]([CH3:25])[S:23][CH:24]=3)[N:13]=[C:12]2[CH3:26])[CH:5]=1. The yield is 0.960.